From a dataset of CYP2C19 inhibition data for predicting drug metabolism from PubChem BioAssay. Regression/Classification. Given a drug SMILES string, predict its absorption, distribution, metabolism, or excretion properties. Task type varies by dataset: regression for continuous measurements (e.g., permeability, clearance, half-life) or binary classification for categorical outcomes (e.g., BBB penetration, CYP inhibition). Dataset: cyp2c19_veith. (1) The compound is O=C(c1cnccn1)N1CCC2(CCN(Cc3nccs3)CC2)CC1. The result is 0 (non-inhibitor). (2) The compound is CCOC(OCC)P(=O)(O)CCCNCc1ccc(Cl)c(Cl)c1. The result is 0 (non-inhibitor). (3) The molecule is N[C@H](Cc1ccc(Cl)cc1)C(=O)O. The result is 0 (non-inhibitor). (4) The molecule is Cc1ccc(-n2nnnc2C(=Cc2ccc(N(C)C)cc2)c2nnnn2-c2ccc(C)cc2)cc1. The result is 1 (inhibitor). (5) The compound is NC(=NCc1ccc(Cl)cc1)SCCCc1cnc[nH]1. The result is 1 (inhibitor).